Dataset: Full USPTO retrosynthesis dataset with 1.9M reactions from patents (1976-2016). Task: Predict the reactants needed to synthesize the given product. (1) Given the product [CH:9]1([CH2:8][O:31][C:28]2[CH:27]=[CH:26][C:25]([C:24]3[C:17]4=[N:16][S:15](=[O:32])(=[O:14])[CH2:20][CH2:19][N:18]4[CH:21]=[CH:22][CH:23]=3)=[CH:30][CH:29]=2)[CH2:13][CH2:12][CH2:11][CH2:10]1, predict the reactants needed to synthesize it. The reactants are: C(=O)([O-])[O-].[K+].[K+].I[CH2:8][CH:9]1[CH2:13][CH2:12][CH2:11][CH2:10]1.[O:14]=[S:15]1(=[O:32])[CH2:20][CH2:19][N:18]2[CH:21]=[CH:22][CH:23]=[C:24]([C:25]3[CH:30]=[CH:29][C:28]([OH:31])=[CH:27][CH:26]=3)[C:17]2=[N:16]1.O. (2) Given the product [ClH:1].[CH3:19][C:16]1[N:4]2[C:5]([C:8]([N:10]3[CH2:15][CH2:14][O:13][CH2:12][CH2:11]3)=[O:9])=[CH:6][N:7]=[C:2]([NH:26][C:25]3[CH:27]=[CH:28][CH:29]=[C:23]([O:22][C:21]([F:20])([F:30])[F:31])[CH:24]=3)[C:3]2=[CH:18][CH:17]=1, predict the reactants needed to synthesize it. The reactants are: [Cl:1][C:2]1[C:3]2[N:4]([C:16]([CH3:19])=[CH:17][CH:18]=2)[C:5]([C:8]([N:10]2[CH2:15][CH2:14][O:13][CH2:12][CH2:11]2)=[O:9])=[CH:6][N:7]=1.[F:20][C:21]([F:31])([F:30])[O:22][C:23]1[CH:24]=[C:25]([CH:27]=[CH:28][CH:29]=1)[NH2:26].CS(O)(=O)=O.Cl. (3) Given the product [NH2:1][C:4]1[CH:17]=[CH:16][C:7]([O:8][CH2:9][C:10]2[CH:15]=[CH:14][CH:13]=[CH:12][N:11]=2)=[CH:6][CH:5]=1, predict the reactants needed to synthesize it. The reactants are: [N+:1]([C:4]1[CH:17]=[CH:16][C:7]([O:8][CH2:9][C:10]2[CH:15]=[CH:14][CH:13]=[CH:12][N:11]=2)=[CH:6][CH:5]=1)([O-])=O.[NH4+].[Cl-].CC1C=CC([N+]([O-])=O)=CC=1O. (4) Given the product [OH:11][C:12]1[CH:13]=[C:4]([N+:1]([O-:3])=[O:2])[CH:5]=[CH:6][C:7]=1[CH2:8][CH2:9][C:10]([N:15]1[CH2:19][CH2:18][CH2:17][CH2:16]1)=[O:14], predict the reactants needed to synthesize it. The reactants are: [N+:1]([C:4]1[CH:13]=[C:12]2[C:7]([CH2:8][CH2:9][C:10](=[O:14])[O:11]2)=[CH:6][CH:5]=1)([O-:3])=[O:2].[NH:15]1[CH2:19][CH2:18][CH2:17][CH2:16]1. (5) Given the product [CH3:25][O:26][CH2:27][O:28][C:29]1[C:34]([CH3:35])=[CH:33][C:32]([C:36]2[CH:41]=[CH:40][C:39]([C:42]([NH:1][CH2:2][CH2:3][O:4][C:5]3[CH:6]=[CH:7][C:8]([CH2:11][CH:12]([O:18][C:19]4[CH:20]=[CH:21][CH:22]=[CH:23][CH:24]=4)[C:13]([O:15][CH2:16][CH3:17])=[O:14])=[CH:9][CH:10]=3)=[O:43])=[CH:38][CH:37]=2)=[CH:31][C:30]=1[CH3:45], predict the reactants needed to synthesize it. The reactants are: [NH2:1][CH2:2][CH2:3][O:4][C:5]1[CH:10]=[CH:9][C:8]([CH2:11][CH:12]([O:18][C:19]2[CH:24]=[CH:23][CH:22]=[CH:21][CH:20]=2)[C:13]([O:15][CH2:16][CH3:17])=[O:14])=[CH:7][CH:6]=1.[CH3:25][O:26][CH2:27][O:28][C:29]1[C:34]([CH3:35])=[CH:33][C:32]([C:36]2[CH:41]=[CH:40][C:39]([C:42](O)=[O:43])=[CH:38][CH:37]=2)=[CH:31][C:30]=1[CH3:45].C(N1C=CN=C1)(N1C=CN=C1)=O. (6) The reactants are: [CH2:1]([O:3][C:4]([C:6]1(/[CH:23]=[CH:24]/[CH3:25])[CH2:11][CH2:10][CH:9]([N:12]2C(=O)C3C(=CC=CC=3)C2=O)[CH2:8][CH2:7]1)=[O:5])[CH3:2].C(N)(=O)C1C(=CC=CC=1)C(N)=O.NC1CCC(C)(C(N[C@@H](C2C=CC(F)=CC=2)C)=O)CC1. Given the product [NH2:12][CH:9]1[CH2:8][CH2:7][C:6](/[CH:23]=[CH:24]/[CH3:25])([C:4]([O:3][CH2:1][CH3:2])=[O:5])[CH2:11][CH2:10]1, predict the reactants needed to synthesize it. (7) Given the product [OH:31][C@H:28]1[CH2:29][CH2:30][NH:23][C@@H:24]1[C:25]([NH:15][C:12]1[CH:13]=[N:14][C:9]([CH2:1][CH2:2][CH2:3][CH2:4][CH2:5][CH2:6][CH2:7][CH3:8])=[CH:10][CH:11]=1)=[O:26], predict the reactants needed to synthesize it. The reactants are: [CH2:1]([C:9]1[N:14]=[CH:13][C:12]([NH2:15])=[CH:11][CH:10]=1)[CH2:2][CH2:3][CH2:4][CH2:5][CH2:6][CH2:7][CH3:8].C(OC([N:23]1[CH2:30][CH2:29][C@H:28]([OH:31])[C@H:24]1[C:25](O)=[O:26])=O)(C)(C)C. (8) The reactants are: C[O:2][C:3]([C:5]1[S:9][C:8]([N:10]2[C:14]3[CH:15]=[C:16]([O:21][CH3:22])[C:17]([O:19][CH3:20])=[CH:18][C:13]=3[N:12]=[CH:11]2)=[N:7][C:6]=1Br)=[O:4].[F:24][C:25]([F:36])([F:35])[C:26]1[CH:27]=[C:28](B(O)O)[CH:29]=[CH:30][CH:31]=1. Given the product [CH3:20][O:19][C:17]1[C:16]([O:21][CH3:22])=[CH:15][C:14]2[N:10]([C:8]3[S:9][C:5]([C:3]([OH:2])=[O:4])=[C:6]([C:30]4[CH:29]=[CH:28][CH:27]=[C:26]([C:25]([F:36])([F:35])[F:24])[CH:31]=4)[N:7]=3)[CH:11]=[N:12][C:13]=2[CH:18]=1, predict the reactants needed to synthesize it. (9) Given the product [NH2:15][C@@H:16]1[CH2:17][CH2:18][C@H:19]([N:22]2[C:27](=[O:28])[C:26]3[CH:29]=[C:30]([F:33])[CH:31]=[N:32][C:25]=3[N:24]([C:34]3[CH:35]=[C:36]([CH:41]=[CH:42][CH:43]=3)[C:37]([O:39][CH3:40])=[O:38])[C:23]2=[O:44])[CH2:20][CH2:21]1, predict the reactants needed to synthesize it. The reactants are: Cl.O1CCOCC1.C(OC([NH:15][C@@H:16]1[CH2:21][CH2:20][C@H:19]([N:22]2[C:27](=[O:28])[C:26]3[CH:29]=[C:30]([F:33])[CH:31]=[N:32][C:25]=3[N:24]([C:34]3[CH:35]=[C:36]([CH:41]=[CH:42][CH:43]=3)[C:37]([O:39][CH3:40])=[O:38])[C:23]2=[O:44])[CH2:18][CH2:17]1)=O)(C)(C)C.C(=O)([O-])[O-].[Na+].[Na+].